From a dataset of Forward reaction prediction with 1.9M reactions from USPTO patents (1976-2016). Predict the product of the given reaction. Given the reactants [F:1][C:2]1[CH:3]=[C:4]([S:29]([NH2:32])(=[O:31])=[O:30])[CH:5]=[CH:6][C:7]=1[N:8]1[C:12]([CH2:13][C:14]2[CH:19]=[CH:18][CH:17]=[C:16]([CH3:20])[CH:15]=2)=[N:11][C:10]([CH2:21][NH:22][CH2:23][CH2:24][C:25]([F:28])([F:27])[F:26])=[N:9]1.C=O.[C:35]([BH3-])#N.[Na+].C(O)(=O)C, predict the reaction product. The product is: [F:1][C:2]1[CH:3]=[C:4]([S:29]([NH2:32])(=[O:30])=[O:31])[CH:5]=[CH:6][C:7]=1[N:8]1[C:12]([CH2:13][C:14]2[CH:19]=[CH:18][CH:17]=[C:16]([CH3:20])[CH:15]=2)=[N:11][C:10]([CH2:21][N:22]([CH3:35])[CH2:23][CH2:24][C:25]([F:28])([F:27])[F:26])=[N:9]1.